From a dataset of Full USPTO retrosynthesis dataset with 1.9M reactions from patents (1976-2016). Predict the reactants needed to synthesize the given product. (1) Given the product [CH3:34][NH:35][CH2:12][CH:13]1[CH2:17][C:16]2[CH:18]=[C:19]([C:30]([F:33])([F:32])[F:31])[CH:20]=[C:21]([C:22]3[CH:27]=[CH:26][CH:25]=[C:24]([F:28])[C:23]=3[F:29])[C:15]=2[O:14]1, predict the reactants needed to synthesize it. The reactants are: CC1C=CC(S(O[CH2:12][CH:13]2[CH2:17][C:16]3[CH:18]=[C:19]([C:30]([F:33])([F:32])[F:31])[CH:20]=[C:21]([C:22]4[CH:27]=[CH:26][CH:25]=[C:24]([F:28])[C:23]=4[F:29])[C:15]=3[O:14]2)(=O)=O)=CC=1.[CH3:34][NH2:35]. (2) Given the product [F:27][C:5]1[CH:4]=[CH:3][C:2]([NH:1][C:36]([C:33]2[CH:32]=[N:31][C:30]([O:29][CH3:28])=[CH:35][N:34]=2)=[O:37])=[CH:7][C:6]=1[C@:8]12[CH2:16][O:15][C@H:14]([CH2:17][F:18])[C@H:13]1[CH2:12][S:11][C:10]([NH:19][C:20](=[O:26])[O:21][C:22]([CH3:24])([CH3:23])[CH3:25])=[N:9]2, predict the reactants needed to synthesize it. The reactants are: [NH2:1][C:2]1[CH:3]=[CH:4][C:5]([F:27])=[C:6]([C@:8]23[CH2:16][O:15][C@H:14]([CH2:17][F:18])[C@H:13]2[CH2:12][S:11][C:10]([NH:19][C:20](=[O:26])[O:21][C:22]([CH3:25])([CH3:24])[CH3:23])=[N:9]3)[CH:7]=1.[CH3:28][O:29][C:30]1[N:31]=[CH:32][C:33]([C:36](O)=[O:37])=[N:34][CH:35]=1.C(N(CC)C(C)C)(C)C.F[P-](F)(F)(F)(F)F.[PH4+]. (3) Given the product [N:52]([CH2:31][C:7]1[C:8]2[O:12][N:11]=[C:10]([CH2:13][CH2:14][CH:15]3[CH2:20][CH2:19][N:18]([CH2:21][C:22]4[S:26][C:25]([C:27]#[N:28])=[CH:24][CH:23]=4)[CH2:17][CH2:16]3)[C:9]=2[CH:29]=[CH:30][C:6]=1[O:5][CH2:4][CH:1]1[CH2:2][CH2:3]1)=[N+:53]=[N-:54], predict the reactants needed to synthesize it. The reactants are: [CH:1]1([CH2:4][O:5][C:6]2[CH:30]=[CH:29][C:9]3[C:10]([CH2:13][CH2:14][CH:15]4[CH2:20][CH2:19][N:18]([CH2:21][C:22]5[S:26][C:25]([C:27]#[N:28])=[CH:24][CH:23]=5)[CH2:17][CH2:16]4)=[N:11][O:12][C:8]=3[C:7]=2[CH2:31]O)[CH2:3][CH2:2]1.C1(P(C2C=CC=CC=2)C2C=CC=CC=2)C=CC=CC=1.[N-:52]=[N+:53]=[N-:54].[Na+].C(Br)(Br)(Br)Br. (4) Given the product [C:29]([O:28][C:26]([N:2]([CH3:1])[S:3]([C:6]1[CH:10]=[CH:9][S:8][C:7]=1[C:11]([O:13][CH3:14])=[O:12])(=[O:4])=[O:5])=[O:27])([CH3:30])([CH3:31])[CH3:32], predict the reactants needed to synthesize it. The reactants are: [CH3:1][NH:2][S:3]([C:6]1[CH:10]=[CH:9][S:8][C:7]=1[C:11]([O:13][CH3:14])=[O:12])(=[O:5])=[O:4].C(Cl)Cl.[C:29]([O:28][C:26](O[C:26]([O:28][C:29]([CH3:32])([CH3:31])[CH3:30])=[O:27])=[O:27])([CH3:32])([CH3:31])[CH3:30].